Dataset: Human intestinal absorption (HIA) binary classification data from Hou et al.. Task: Regression/Classification. Given a drug SMILES string, predict its absorption, distribution, metabolism, or excretion properties. Task type varies by dataset: regression for continuous measurements (e.g., permeability, clearance, half-life) or binary classification for categorical outcomes (e.g., BBB penetration, CYP inhibition). Dataset: hia_hou. (1) The compound is C[C@H](O)[C@H]1C(=O)N2C(C(=O)O)=C(S[C@@H]3CC[C@H](C(=O)N(C)C)N3)[C@@H](C)[C@H]12. The result is 0 (poor absorption). (2) The drug is NC(=O)c1cnccn1. The result is 1 (good absorption). (3) The compound is C[N+](C)(CCOc1ccccc1)Cc1ccccc1. The result is 0 (poor absorption). (4) The drug is COc1cc2c(cc1OC)[C@H](Cc1cc(OC)c(OC)c(OC)c1)[N@+](C)(CCCOC(=O)CC/C=C/CCC(=O)OCCC[N@+]1(C)CCc3cc(OC)c(OC)cc3[C@@H]1Cc1cc(OC)c(OC)c(OC)c1)CC2. The result is 0 (poor absorption). (5) The compound is CN1C(=O)C[C@@](C)(c2ccccc2)C1=O. The result is 1 (good absorption). (6) The drug is CCOC(=O)c1ncn2c1CN(C)C(=O)c1cc(F)ccc1-2. The result is 1 (good absorption). (7) The molecule is C[C@H](C(=O)O)c1ccc(-c2cccc(F)c2)cc1. The result is 1 (good absorption).